The task is: Predict the product of the given reaction.. This data is from Forward reaction prediction with 1.9M reactions from USPTO patents (1976-2016). (1) The product is: [C:1]([C:3]1[C:12]2[C:7](=[CH:8][CH:9]=[C:10]([O:13][C:14]3[CH:15]=[CH:16][CH:17]=[CH:18][CH:19]=3)[CH:11]=2)[C:6]([OH:20])=[C:5]([C:21]([NH:27][C@H:28]2[CH2:32][CH2:31][CH2:30][C@H:29]2[C:33]([OH:35])=[O:34])=[O:22])[N:4]=1)#[N:2]. Given the reactants [C:1]([C:3]1[C:12]2[C:7](=[CH:8][CH:9]=[C:10]([O:13][C:14]3[CH:19]=[CH:18][CH:17]=[CH:16][CH:15]=3)[CH:11]=2)[C:6]([OH:20])=[C:5]([C:21](OC)=[O:22])[N:4]=1)#[N:2].O.Cl.[NH2:27][C@H:28]1[CH2:32][CH2:31][CH2:30][C@H:29]1[C:33]([OH:35])=[O:34].[NH2:27][C@H:28]1[CH2:32][CH2:31][CH2:30][C@H:29]1[C:33]([OH:35])=[O:34].Cl.C[O-].[Na+], predict the reaction product. (2) Given the reactants Br[CH2:2][C:3]1[NH:8][C:7]([C:9]2[S:10][CH:11]=[CH:12][N:13]=2)=[N:6][CH:5]([C:14]2[CH:19]=[CH:18][C:17]([Cl:20])=[CH:16][C:15]=2[Cl:21])[C:4]=1[C:22]([O:24][CH2:25][CH3:26])=[O:23].[NH:27]1[CH2:32][CH2:31][O:30][CH2:29][CH:28]1[C:33]([NH2:35])=[O:34], predict the reaction product. The product is: [C:33]([CH:28]1[N:27]([CH2:2][C:3]2[NH:8][C:7]([C:9]3[S:10][CH:11]=[CH:12][N:13]=3)=[N:6][CH:5]([C:14]3[CH:19]=[CH:18][C:17]([Cl:20])=[CH:16][C:15]=3[Cl:21])[C:4]=2[C:22]([O:24][CH2:25][CH3:26])=[O:23])[CH2:32][CH2:31][O:30][CH2:29]1)(=[O:34])[NH2:35]. (3) Given the reactants [F:1][C:2]1[CH:3]=[C:4]([CH:8]([C:49]2[CH:54]=[CH:53][CH:52]=[C:51]([F:55])[CH:50]=2)[C@H:9]([NH:44][C:45]([O:47][CH3:48])=[O:46])[C:10]([NH:12][C:13]2[CH:42]=[CH:41][CH:40]=[C:39]([F:43])[C:14]=2[CH2:15][CH2:16][C@@H:17]2[N:22]([S:23]([C:26]3[CH:31]=[CH:30][CH:29]=[CH:28][CH:27]=3)(=[O:25])=[O:24])[CH2:21][CH2:20][N:19](C(OC(C)(C)C)=O)[CH2:18]2)=[O:11])[CH:5]=[CH:6][CH:7]=1.FC(F)(F)C(O)=O, predict the reaction product. The product is: [F:43][C:39]1[C:14]([CH2:15][CH2:16][C@H:17]2[CH2:18][NH:19][CH2:20][CH2:21][N:22]2[S:23]([C:26]2[CH:27]=[CH:28][CH:29]=[CH:30][CH:31]=2)(=[O:25])=[O:24])=[C:13]([NH:12][C:10](=[O:11])[C@@H:9]([NH:44][C:45](=[O:46])[O:47][CH3:48])[CH:8]([C:4]2[CH:5]=[CH:6][CH:7]=[C:2]([F:1])[CH:3]=2)[C:49]2[CH:54]=[CH:53][CH:52]=[C:51]([F:55])[CH:50]=2)[CH:42]=[CH:41][CH:40]=1. (4) Given the reactants Br[C:2]1[CH:7]=[CH:6][C:5]([N:8]2[CH:12]=[C:11]([CH3:13])[N:10]=[CH:9]2)=[C:4]([O:14][CH3:15])[CH:3]=1.[F:16][C:17]1[CH:30]=[CH:29][C:20]([CH2:21][N:22]2[C:26]([CH3:27])=[CH:25][C:24]([NH2:28])=[N:23]2)=[CH:19][CH:18]=1, predict the reaction product. The product is: [F:16][C:17]1[CH:30]=[CH:29][C:20]([CH2:21][N:22]2[C:26]([CH3:27])=[CH:25][C:24]([NH:28][C:2]3[CH:7]=[CH:6][C:5]([N:8]4[CH:12]=[C:11]([CH3:13])[N:10]=[CH:9]4)=[C:4]([O:14][CH3:15])[CH:3]=3)=[N:23]2)=[CH:19][CH:18]=1.